From a dataset of Reaction yield outcomes from USPTO patents with 853,638 reactions. Predict the reaction yield, written as a fraction of the theoretical maximum amount of product (1.0 means a 100% yield; for example, 0.34 means a 34% yield). (1) The reactants are [Cl:1][C:2]1[CH:3]=[C:4]([F:9])[C:5](F)=[N:6][CH:7]=1.[OH-].[NH4+:11]. The catalyst is O. The product is [Cl:1][C:2]1[CH:3]=[C:4]([F:9])[C:5]([NH2:11])=[N:6][CH:7]=1. The yield is 0.730. (2) The reactants are [NH2:1][C@@H:2]1[C:10]2[C:5](=[C:6]([C:11]3[N:15]=[C:14]([C:16]4[CH:17]=[CH:18][C:19]([O:24][CH:25]([CH3:27])[CH3:26])=[C:20]([CH:23]=4)[C:21]#[N:22])[O:13][N:12]=3)[CH:7]=[CH:8][CH:9]=2)[CH2:4][CH2:3]1.[OH:28][C@@H:29]([C@H:32]([OH:37])[C@H:33]([OH:36])[CH2:34]O)[CH:30]=[O:31].[BH4-].[Na+]. The catalyst is CO.C(O)(=O)C. The product is [CH:25]([O:24][C:19]1[CH:18]=[CH:17][C:16]([C:14]2[O:13][N:12]=[C:11]([C:6]3[CH:7]=[CH:8][CH:9]=[C:10]4[C:5]=3[CH2:4][CH2:3][C@@H:2]4[NH:1][CH2:34][C@H:33]([OH:36])[C@@H:32]([OH:37])[C@H:29]([OH:28])[CH2:30][OH:31])[N:15]=2)=[CH:23][C:20]=1[C:21]#[N:22])([CH3:27])[CH3:26]. The yield is 0.250. (3) The reactants are C([NH:8][C:9]1[C:18]([F:19])=[C:17]([F:20])[C:16]([F:21])=[C:15]2[C:10]=1[C:11](=[O:30])[C:12]([C:25]([O:27][CH2:28][CH3:29])=[O:26])=[CH:13][N:14]2[CH:22]1[CH2:24][CH2:23]1)C1C=CC=CC=1. The catalyst is CC(O)=O.[Pd]. The product is [NH2:8][C:9]1[C:18]([F:19])=[C:17]([F:20])[C:16]([F:21])=[C:15]2[C:10]=1[C:11](=[O:30])[C:12]([C:25]([O:27][CH2:28][CH3:29])=[O:26])=[CH:13][N:14]2[CH:22]1[CH2:23][CH2:24]1. The yield is 0.890. (4) The reactants are [C:1]12([C:11]3[CH:20]=[CH:19][C:14]([C:15]([O:17][CH3:18])=[O:16])=[CH:13][C:12]=3[OH:21])[CH2:10][CH:5]3[CH2:6][CH:7]([CH2:9][CH:3]([CH2:4]3)[CH2:2]1)[CH2:8]2.[C:22]12(C3C=C(C=CC=3O)C=O)CC3CC(CC(C3)[CH2:23]1)[CH2:29]2. No catalyst specified. The product is [C:1]12([C:11]3[CH:20]=[CH:19][C:14]([C:15]([O:17][CH3:18])=[O:16])=[CH:13][C:12]=3[O:21][CH:22]([CH3:29])[CH3:23])[CH2:10][CH:5]3[CH2:4][CH:3]([CH2:9][CH:7]([CH2:6]3)[CH2:8]1)[CH2:2]2. The yield is 0.754. (5) The reactants are [C:1]1([C:27]2[CH:32]=[CH:31][CH:30]=[CH:29][CH:28]=2)[CH:6]=[CH:5][C:4]([C:7]([N:9]2[CH2:13][C:12](=O)[CH2:11][C@H:10]2[C:15]([NH:17][CH2:18][CH:19]([OH:26])[C:20]2[CH:25]=[CH:24][CH:23]=[CH:22][CH:21]=2)=[O:16])=[O:8])=[CH:3][CH:2]=1.O.[NH2:34][NH2:35]. No catalyst specified. The product is [C:1]1([C:27]2[CH:28]=[CH:29][CH:30]=[CH:31][CH:32]=2)[CH:6]=[CH:5][C:4]([C:7]([N:9]2[CH2:13][C:12](=[N:34][NH2:35])[CH2:11][C@H:10]2[C:15]([NH:17][CH2:18][CH:19]([OH:26])[C:20]2[CH:25]=[CH:24][CH:23]=[CH:22][CH:21]=2)=[O:16])=[O:8])=[CH:3][CH:2]=1. The yield is 0.630. (6) The reactants are [Cl:1][C:2]1[CH:3]=[C:4]([C:8]2[CH:9]=[CH:10][CH:11]=[C:12]([CH:19]=2)C(N(OC)C)=O)[CH:5]=[CH:6][CH:7]=1.C[Li].[Cl-].[NH4+:23].C([O:27][CH2:28][CH3:29])(=O)C. The catalyst is C1COCC1.CCOCC. The product is [NH2:23][C:11]1[CH:10]=[CH:9][C:8]([C:4]2[CH:5]=[CH:6][CH:7]=[C:2]([Cl:1])[CH:3]=2)=[CH:19][C:12]=1[C:28](=[O:27])[CH3:29]. The yield is 0.470.